From a dataset of Forward reaction prediction with 1.9M reactions from USPTO patents (1976-2016). Predict the product of the given reaction. (1) Given the reactants [NH2:1][C:2]1[C:7]2[N:8]=[C:9]([S:26][C:27]3[C:35]([I:36])=[CH:34][C:30]4[O:31][CH2:32][O:33][C:29]=4[CH:28]=3)[N:10]([CH2:11][CH2:12][CH2:13][CH2:14][N:15]3C(=O)C4C(=CC=CC=4)C3=O)[C:6]=2[CH:5]=[CH:4][N:3]=1, predict the reaction product. The product is: [NH2:15][CH2:14][CH2:13][CH2:12][CH2:11][N:10]1[C:6]2[CH:5]=[CH:4][N:3]=[C:2]([NH2:1])[C:7]=2[N:8]=[C:9]1[S:26][C:27]1[C:35]([I:36])=[CH:34][C:30]2[O:31][CH2:32][O:33][C:29]=2[CH:28]=1. (2) The product is: [CH3:15][N:16]([CH:18]=[C:7]1[CH2:6][CH2:5][N:4]([C:8]([O:10][C:11]([CH3:14])([CH3:13])[CH3:12])=[O:9])[CH2:3][C:2]1=[O:1])[CH3:17]. Given the reactants [O:1]=[C:2]1[CH2:7][CH2:6][CH2:5][N:4]([C:8]([O:10][C:11]([CH3:14])([CH3:13])[CH3:12])=[O:9])[CH2:3]1.[CH3:15][N:16]([CH:18](OC)OC)[CH3:17], predict the reaction product.